From a dataset of Full USPTO retrosynthesis dataset with 1.9M reactions from patents (1976-2016). Predict the reactants needed to synthesize the given product. Given the product [Cl:1][C:2]1[CH:7]=[CH:6][C:5]([N:8]2[CH2:13][CH2:12][N:11]3[C@@H:14]([C:18]4[CH:28]=[CH:27][C:21]([O:22][CH2:23][CH2:24][CH2:25][NH:26][C:40](=[O:42])[CH3:41])=[C:20]([CH3:29])[C:19]=4[CH3:30])[CH2:15][CH2:16][CH2:17][C@H:10]3[CH2:9]2)=[CH:4][C:3]=1[O:31][CH3:32], predict the reactants needed to synthesize it. The reactants are: [Cl:1][C:2]1[CH:7]=[CH:6][C:5]([N:8]2[CH2:13][CH2:12][N:11]3[CH:14]([C:18]4[CH:28]=[CH:27][C:21]([O:22][CH2:23][CH2:24][CH2:25][NH2:26])=[C:20]([CH3:29])[C:19]=4[CH3:30])[CH2:15][CH2:16][CH2:17][CH:10]3[CH2:9]2)=[CH:4][C:3]=1[O:31][CH3:32].CCN(CC)CC.[C:40](Cl)(=[O:42])[CH3:41].